This data is from Catalyst prediction with 721,799 reactions and 888 catalyst types from USPTO. The task is: Predict which catalyst facilitates the given reaction. (1) Reactant: [O:1]=[S:2]1(=[O:29])[C:7]2[CH:8]=[CH:9][CH:10]=[CH:11][C:6]=2[NH:5][C:4]([C:12]2[C:13](=[O:28])[N:14]([N:23]=[CH:24][CH:25]([CH3:27])[CH3:26])[C:15]3[C:20]([C:21]=2[OH:22])=[CH:19][CH:18]=[CH:17][CH:16]=3)=[N:3]1.CO.[BH4-].[Li+].Cl. Product: [O:29]=[S:2]1(=[O:1])[C:7]2[CH:8]=[CH:9][CH:10]=[CH:11][C:6]=2[NH:5][C:4]([C:12]2[C:13](=[O:28])[N:14]([NH:23][CH2:24][CH:25]([CH3:27])[CH3:26])[C:15]3[C:20]([C:21]=2[OH:22])=[CH:19][CH:18]=[CH:17][CH:16]=3)=[N:3]1. The catalyst class is: 30. (2) Reactant: [Br:1][C:2]1[CH:7]=[C:6]([NH:8][C:9]([NH:11][CH2:12][CH3:13])=[O:10])[N:5]=[CH:4][C:3]=1[C:14]1[CH:15]=[N:16][CH:17]=[C:18]([C:20]([O:22]CC)=O)[CH:19]=1.O.[NH2:26][NH2:27]. Product: [Br:1][C:2]1[CH:7]=[C:6]([NH:8][C:9]([NH:11][CH2:12][CH3:13])=[O:10])[N:5]=[CH:4][C:3]=1[C:14]1[CH:15]=[N:16][CH:17]=[C:18]([C:20]([NH:26][NH2:27])=[O:22])[CH:19]=1. The catalyst class is: 162. (3) Reactant: [CH:1]1([N:7]2[C:12](=[O:13])[C:11]([CH3:14])=[C:10]([OH:15])[C:9]([C:16]([O:18]C)=[O:17])=[C:8]2[CH3:20])[CH2:6][CH2:5][CH2:4][CH2:3][CH2:2]1.Cl. Product: [CH:1]1([N:7]2[C:12](=[O:13])[C:11]([CH3:14])=[C:10]([OH:15])[C:9]([C:16]([OH:18])=[O:17])=[C:8]2[CH3:20])[CH2:2][CH2:3][CH2:4][CH2:5][CH2:6]1. The catalyst class is: 74.